Dataset: Catalyst prediction with 721,799 reactions and 888 catalyst types from USPTO. Task: Predict which catalyst facilitates the given reaction. (1) Reactant: C([O:8][C:9]1[CH:48]=[CH:47][C:12]([CH2:13][C@H:14]([NH:28][C:29](=[O:46])[C:30]2[CH:44]=[C:43]([CH3:45])[CH:42]=[C:32]([C:33]([N:35]([CH2:39][CH2:40][CH3:41])[CH2:36][CH2:37][CH3:38])=[O:34])[CH:31]=2)[C@H:15]([OH:27])[CH2:16][NH:17][CH2:18][C:19]2[CH:24]=[CH:23][CH:22]=[C:21]([O:25][CH3:26])[CH:20]=2)=[CH:11][CH:10]=1)C1C=CC=CC=1. Product: [OH:27][C@H:15]([CH2:16][NH:17][CH2:18][C:19]1[CH:24]=[CH:23][CH:22]=[C:21]([O:25][CH3:26])[CH:20]=1)[C@@H:14]([NH:28][C:29](=[O:46])[C:30]1[CH:44]=[C:43]([CH3:45])[CH:42]=[C:32]([C:33]([N:35]([CH2:36][CH2:37][CH3:38])[CH2:39][CH2:40][CH3:41])=[O:34])[CH:31]=1)[CH2:13][C:12]1[CH:11]=[CH:10][C:9]([OH:8])=[CH:48][CH:47]=1. The catalyst class is: 331. (2) Reactant: [F:1][C:2]([F:23])([F:22])[C:3]1[CH:4]=[C:5]([CH2:20]O)[CH:6]=[CH:7][C:8]=1[O:9][C:10]1[CH:15]=[CH:14][CH:13]=[C:12]([C:16]([F:19])([F:18])[F:17])[CH:11]=1.S(Cl)([Cl:26])=O. Product: [Cl:26][CH2:20][C:5]1[CH:6]=[CH:7][C:8]([O:9][C:10]2[CH:15]=[CH:14][CH:13]=[C:12]([C:16]([F:19])([F:18])[F:17])[CH:11]=2)=[C:3]([C:2]([F:23])([F:22])[F:1])[CH:4]=1. The catalyst class is: 2. (3) Reactant: [Br:1][C:2]1[CH:3]=[N:4][C:5]2[CH:6]=[CH:7][CH:8]=[N+:9]([O-])[C:10]=2[CH:11]=1.P(Cl)(Cl)([Cl:15])=O. Product: [Br:1][C:2]1[CH:11]=[C:10]2[C:5]([CH:6]=[CH:7][C:8]([Cl:15])=[N:9]2)=[N:4][CH:3]=1.[Br:1][C:2]1[CH:11]=[C:10]2[C:5]([C:6]([Cl:15])=[CH:7][CH:8]=[N:9]2)=[N:4][CH:3]=1. The catalyst class is: 2. (4) Reactant: [CH3:1][N:2]([CH3:33])[CH2:3][CH2:4][N:5]1[C:9]2[CH:10]=[CH:11][C:12]([S:14]([CH:17]3[CH2:20][N:19](C(OC(C)(C)C)=O)[CH2:18]3)(=[O:16])=[O:15])=[CH:13][C:8]=2[N:7]=[C:6]1[CH2:28][C:29]([CH3:32])([CH3:31])[CH3:30].Cl[Si](C)(C)C. Product: [NH:19]1[CH2:20][CH:17]([S:14]([C:12]2[CH:11]=[CH:10][C:9]3[N:5]([CH2:4][CH2:3][N:2]([CH3:33])[CH3:1])[C:6]([CH2:28][C:29]([CH3:32])([CH3:31])[CH3:30])=[N:7][C:8]=3[CH:13]=2)(=[O:15])=[O:16])[CH2:18]1. The catalyst class is: 5. (5) Reactant: [CH2:1]([N:8]1[CH2:13][CH2:12][CH:11]([N:14]2[CH:18]=[CH:17][C:16]([C:19]3[CH:24]=[CH:23][C:22]([F:25])=[CH:21][CH:20]=3)=[C:15]2[C:26]2[CH:31]=[CH:30][N:29]=[C:28](S(C)(=O)=O)[N:27]=2)[CH2:10][CH2:9]1)[C:2]1[CH:7]=[CH:6][CH:5]=[CH:4][CH:3]=1.[CH3:36][NH2:37]. Product: [CH2:1]([N:8]1[CH2:13][CH2:12][CH:11]([N:14]2[CH:18]=[CH:17][C:16]([C:19]3[CH:24]=[CH:23][C:22]([F:25])=[CH:21][CH:20]=3)=[C:15]2[C:26]2[CH:31]=[CH:30][N:29]=[C:28]([NH:37][CH3:36])[N:27]=2)[CH2:10][CH2:9]1)[C:2]1[CH:7]=[CH:6][CH:5]=[CH:4][CH:3]=1. The catalyst class is: 7.